From a dataset of Reaction yield outcomes from USPTO patents with 853,638 reactions. Predict the reaction yield, written as a fraction of the theoretical maximum amount of product (1.0 means a 100% yield; for example, 0.34 means a 34% yield). (1) The reactants are [CH3:1][N:2]([CH2:7][C:8]1[O:9][C:10]2[CH:17]=[CH:16][CH:15]=[CH:14][C:11]=2[C:12]=1[CH3:13])[C:3](=[O:6])[CH:4]=[CH2:5].C(N(C(C)C)CC)(C)C.Br[C:28]1[CH:37]=[N:36][C:35]2[NH:34][CH2:33][C:32]([CH3:39])([CH3:38])[O:31][C:30]=2[CH:29]=1.CC1C=CC=CC=1P(C1C=CC=CC=1C)C1C=CC=CC=1C. The catalyst is C(#N)CC.CN(C=O)C.CC([O-])=O.CC([O-])=O.[Pd+2].C(Cl)Cl.CO. The product is [CH3:38][C:32]1([CH3:39])[O:31][C:30]2[CH:29]=[C:28](/[CH:5]=[CH:4]/[C:3]([N:2]([CH3:1])[CH2:7][C:8]3[O:9][C:10]4[CH:17]=[CH:16][CH:15]=[CH:14][C:11]=4[C:12]=3[CH3:13])=[O:6])[CH:37]=[N:36][C:35]=2[NH:34][CH2:33]1. The yield is 0.590. (2) The reactants are C([Mg]Cl)(C)C.[Cl:6][C:7]1[N:17]=[CH:16][C:15]2[O:14][CH2:13][CH2:12][N:11]3[C:18](I)=[C:19]([I:21])[N:20]=[C:10]3[C:9]=2[CH:8]=1.[NH4+].[Cl-]. The catalyst is O1CCCC1. The product is [Cl:6][C:7]1[N:17]=[CH:16][C:15]2[O:14][CH2:13][CH2:12][N:11]3[CH:18]=[C:19]([I:21])[N:20]=[C:10]3[C:9]=2[CH:8]=1. The yield is 0.985. (3) The reactants are [CH3:1][N:2]1[C@@H:19]2[CH2:20][C:7]3[CH:8]=[CH:9][C:10]([O:22][CH3:23])=[C:11]4[O:12][C@H:13]5[C:14]([CH2:16][CH2:17][C@:18]2([OH:21])[C@:5]5([C:6]=34)[CH2:4][CH2:3]1)=[O:15].Cl.C([O-])(O)=O.[Na+]. The catalyst is O. The product is [CH3:1][N:2]1[C@@H:19]2[CH2:20][C:7]3[CH:8]=[CH:9][C:10]([O:22][CH3:23])=[C:11]4[O:12][C@H:13]5[C:14]([CH2:16][CH2:17][C@:18]2([OH:21])[C@:5]5([C:6]=34)[CH2:4][CH2:3]1)=[O:15]. The yield is 0.980. (4) The catalyst is CN(C=O)C. The reactants are [F:1][C:2]1[CH:3]=[C:4]2[C:8](=[CH:9][CH:10]=1)[NH:7][CH:6]=[CH:5]2.FC(F)(F)[C:13]([O:15][C:16](=O)C(F)(F)F)=[O:14].O. The yield is 0.830. The product is [CH3:16][O:15][C:13]([C:5]1[C:4]2[C:8](=[CH:9][CH:10]=[C:2]([F:1])[CH:3]=2)[NH:7][CH:6]=1)=[O:14]. (5) The product is [CH2:57]([N:64]1[CH2:69][CH2:68][CH:67]([NH:70][C:5](=[O:6])[C:4]2[CH:8]=[CH:9][C:10]([O:11][CH:12]3[CH2:13][CH2:14][N:15]([CH2:18][C:19]4[CH:24]=[CH:23][C:22]([O:25][CH3:26])=[CH:21][CH:20]=4)[CH2:16][CH2:17]3)=[C:2]([Cl:1])[CH:3]=2)[CH2:66][CH2:65]1)[C:58]1[CH:59]=[CH:60][CH:61]=[CH:62][CH:63]=1. The yield is 0.180. The catalyst is CN(C)C=O. The reactants are [Cl:1][C:2]1[CH:3]=[C:4]([CH:8]=[CH:9][C:10]=1[O:11][CH:12]1[CH2:17][CH2:16][N:15]([CH2:18][C:19]2[CH:24]=[CH:23][C:22]([O:25][CH3:26])=[CH:21][CH:20]=2)[CH2:14][CH2:13]1)[C:5](O)=[O:6].C(N(CC)CC)C.O.ON1C2C=CC=CC=2N=N1.Cl.CN(C)CCCN=C=NCC.[CH2:57]([N:64]1[CH2:69][CH2:68][CH:67]([NH2:70])[CH2:66][CH2:65]1)[C:58]1[CH:63]=[CH:62][CH:61]=[CH:60][CH:59]=1. (6) The reactants are [Br:1][C:2]1[CH:3]=[CH:4][CH:5]=[C:6]2[C:11]=1[C:10](=[O:12])[NH:9][CH:8]=[CH:7]2.[C:13](=O)([O-])[O-].[K+].[K+].CI. The catalyst is CN(C=O)C. The product is [Br:1][C:2]1[CH:3]=[CH:4][CH:5]=[C:6]2[C:11]=1[C:10](=[O:12])[N:9]([CH3:13])[CH:8]=[CH:7]2. The yield is 0.940. (7) The reactants are C([O-])(=O)C.[NH4+].[OH:6][C:7]1[CH:8]=[C:9]([CH:12]=[CH:13][C:14]=1[OH:15])[CH:10]=O.[N+:16]([CH3:19])([O-:18])=[O:17]. No catalyst specified. The product is [N+:16]([CH:19]=[CH:10][C:9]1[CH:8]=[C:7]([OH:6])[C:14]([OH:15])=[CH:13][CH:12]=1)([O-:18])=[O:17]. The yield is 0.610.